From a dataset of CYP3A4 inhibition data for predicting drug metabolism from PubChem BioAssay. Regression/Classification. Given a drug SMILES string, predict its absorption, distribution, metabolism, or excretion properties. Task type varies by dataset: regression for continuous measurements (e.g., permeability, clearance, half-life) or binary classification for categorical outcomes (e.g., BBB penetration, CYP inhibition). Dataset: cyp3a4_veith. (1) The molecule is Cc1c(Cl)c([N+](=O)[O-])nn1Cc1ccc(C(=O)N/N=C\c2cccc(Br)c2)o1. The result is 1 (inhibitor). (2) The compound is CCOC(=O)C(=CNCC(=O)O)C(=O)OCC. The result is 0 (non-inhibitor). (3) The molecule is CN(C)c1ccc(O)c2c1C[C@H]1C[C@H]3[C@@H](N(C)C)C(=O)C(C(N)=O)=C(O)[C@]3(O)C(=O)C1=C2O. The result is 0 (non-inhibitor). (4) The result is 0 (non-inhibitor). The drug is OCCN1CCN(C(=S)c2ccc(Br)cc2)CC1. (5) The molecule is Cc1cnc(CNc2nc(-c3cccc(NS(C)(=O)=O)c3)nc3ccccc23)cn1. The result is 1 (inhibitor). (6) The molecule is CCC(=O)N1CCn2c1nc1ccccc12. The result is 0 (non-inhibitor).